Dataset: NCI-60 drug combinations with 297,098 pairs across 59 cell lines. Task: Regression. Given two drug SMILES strings and cell line genomic features, predict the synergy score measuring deviation from expected non-interaction effect. (1) Drug 1: CN1CCC(CC1)COC2=C(C=C3C(=C2)N=CN=C3NC4=C(C=C(C=C4)Br)F)OC. Drug 2: CC1C(C(CC(O1)OC2CC(CC3=C2C(=C4C(=C3O)C(=O)C5=C(C4=O)C(=CC=C5)OC)O)(C(=O)C)O)N)O.Cl. Cell line: NCI/ADR-RES. Synergy scores: CSS=1.65, Synergy_ZIP=-1.12, Synergy_Bliss=-0.351, Synergy_Loewe=-2.13, Synergy_HSA=-2.09. (2) Drug 1: CNC(=O)C1=NC=CC(=C1)OC2=CC=C(C=C2)NC(=O)NC3=CC(=C(C=C3)Cl)C(F)(F)F. Drug 2: CS(=O)(=O)OCCCCOS(=O)(=O)C. Cell line: CAKI-1. Synergy scores: CSS=-5.59, Synergy_ZIP=0.584, Synergy_Bliss=-6.66, Synergy_Loewe=-17.4, Synergy_HSA=-15.2. (3) Drug 2: B(C(CC(C)C)NC(=O)C(CC1=CC=CC=C1)NC(=O)C2=NC=CN=C2)(O)O. Cell line: MDA-MB-231. Synergy scores: CSS=3.48, Synergy_ZIP=-2.59, Synergy_Bliss=-1.23, Synergy_Loewe=1.08, Synergy_HSA=-0.992. Drug 1: CS(=O)(=O)C1=CC(=C(C=C1)C(=O)NC2=CC(=C(C=C2)Cl)C3=CC=CC=N3)Cl. (4) Synergy scores: CSS=21.7, Synergy_ZIP=5.42, Synergy_Bliss=1.44, Synergy_Loewe=-12.5, Synergy_HSA=2.47. Drug 2: CC12CCC3C(C1CCC2=O)CC(=C)C4=CC(=O)C=CC34C. Cell line: PC-3. Drug 1: CC1=C(C=C(C=C1)NC2=NC=CC(=N2)N(C)C3=CC4=NN(C(=C4C=C3)C)C)S(=O)(=O)N.Cl.